Predict the product of the given reaction. From a dataset of Forward reaction prediction with 1.9M reactions from USPTO patents (1976-2016). (1) Given the reactants [CH3:1][C:2]1[N:12]=[CH:11][CH:10]=[CH:9][C:3]=1[C:4]([O:6][CH2:7][CH3:8])=[O:5].[Se](=O)=[O:14], predict the reaction product. The product is: [C:4]([C:3]1[C:2]([CH:1]=[O:14])=[N:12][CH:11]=[CH:10][CH:9]=1)([O:6][CH2:7][CH3:8])=[O:5]. (2) Given the reactants [C:1]([N:5]1[C:9]([C:10]2[CH:15]=[CH:14][C:13]([F:16])=[CH:12][CH:11]=2)=[CH:8][C:7]([CH2:17][CH2:18][CH:19]=O)=[N:6]1)([CH3:4])([CH3:3])[CH3:2].[F:21][C:22]1[CH:27]=[CH:26][C:25]([CH:28]([C:35]2[CH:40]=[CH:39][C:38]([F:41])=[CH:37][CH:36]=2)[N:29]2[CH2:34][CH2:33][NH:32][CH2:31][CH2:30]2)=[CH:24][CH:23]=1.CCN(C(C)C)C(C)C.[BH-](OC(C)=O)(OC(C)=O)OC(C)=O.[Na+], predict the reaction product. The product is: [C:1]([N:5]1[C:9]([C:10]2[CH:15]=[CH:14][C:13]([F:16])=[CH:12][CH:11]=2)=[CH:8][C:7]([CH2:17][CH2:18][CH2:19][N:32]2[CH2:31][CH2:30][N:29]([CH:28]([C:35]3[CH:40]=[CH:39][C:38]([F:41])=[CH:37][CH:36]=3)[C:25]3[CH:24]=[CH:23][C:22]([F:21])=[CH:27][CH:26]=3)[CH2:34][CH2:33]2)=[N:6]1)([CH3:4])([CH3:3])[CH3:2].